From a dataset of Reaction yield outcomes from USPTO patents with 853,638 reactions. Predict the reaction yield, written as a fraction of the theoretical maximum amount of product (1.0 means a 100% yield; for example, 0.34 means a 34% yield). (1) The reactants are [F:1][C:2]1[C:3]([O:9][CH3:10])=[C:4]([CH:6]=[CH:7][CH:8]=1)[NH2:5].[CH3:11][O:12][C:13]1[CH:18]=[C:17]([O:19][CH3:20])[N:16]=[C:15]([CH2:21][S:22][CH3:23])[N:14]=1.ClOC(C)(C)C.C[O-].[Na+].[NH4+].[Cl-]. The catalyst is ClCCl.CO. The product is [CH3:20][O:19][C:17]1[CH:18]=[C:13]([O:12][CH3:11])[N:14]=[C:15]([CH:21]([S:22][CH3:23])[C:6]2[C:4]([NH2:5])=[C:3]([O:9][CH3:10])[C:2]([F:1])=[CH:8][CH:7]=2)[N:16]=1. The yield is 0.620. (2) The reactants are [CH:1]([NH:3][N:4]1[C:8]([CH3:9])=[CH:7][CH:6]=[C:5]1[C:10]([NH2:12])=[O:11])=O.C[O-].[Na+]. The catalyst is CO. The product is [CH3:9][C:8]1[N:4]2[C:5]([C:10](=[O:11])[NH:12][CH:1]=[N:3]2)=[CH:6][CH:7]=1. The yield is 0.560.